Dataset: Full USPTO retrosynthesis dataset with 1.9M reactions from patents (1976-2016). Task: Predict the reactants needed to synthesize the given product. Given the product [CH3:15][N:10]([CH2:11][C:12]([OH:14])=[O:13])[C:7]1[CH:6]=[CH:5][C:4]([N+:1]([O-:3])=[O:2])=[CH:9][CH:8]=1, predict the reactants needed to synthesize it. The reactants are: [N+:1]([C:4]1[CH:9]=[CH:8][C:7]([NH:10][CH2:11][C:12]([OH:14])=[O:13])=[CH:6][CH:5]=1)([O-:3])=[O:2].[CH:15](O)=O.